Dataset: Full USPTO retrosynthesis dataset with 1.9M reactions from patents (1976-2016). Task: Predict the reactants needed to synthesize the given product. (1) The reactants are: COC1C=CC(P2(SP(C3C=CC(OC)=CC=3)(=S)S2)=[S:10])=CC=1.[Br:23][C:24]1[CH:33]=[C:32]2[C:27]([CH2:28][C:29]([CH3:42])([CH3:41])[CH2:30][C:31]32[C:37](=[O:38])[N:36]([CH3:39])[C:35](=O)[NH:34]3)=[CH:26][CH:25]=1. Given the product [Br:23][C:24]1[CH:33]=[C:32]2[C:27]([CH2:28][C:29]([CH3:42])([CH3:41])[CH2:30][C:31]32[C:37](=[O:38])[N:36]([CH3:39])[C:35](=[S:10])[NH:34]3)=[CH:26][CH:25]=1, predict the reactants needed to synthesize it. (2) The reactants are: [F:1][C:2]1([CH2:9][OH:10])[CH2:7][CH2:6][N:5]([CH3:8])[CH2:4][CH2:3]1.[H-].[Na+].[Cl:13][C:14]1[CH:15]=[C:16]([S:21]([NH2:24])(=[O:23])=[O:22])[CH:17]=[CH:18][C:19]=1F. Given the product [Cl:13][C:14]1[CH:15]=[C:16]([S:21]([NH2:24])(=[O:22])=[O:23])[CH:17]=[CH:18][C:19]=1[O:10][CH2:9][C:2]1([F:1])[CH2:7][CH2:6][N:5]([CH3:8])[CH2:4][CH2:3]1, predict the reactants needed to synthesize it. (3) Given the product [CH:2]([C:3]1[S:11][C:10]2[CH2:9][CH2:8][N:7]([C:12]([O:14][C:15]([CH3:18])([CH3:17])[CH3:16])=[O:13])[CH2:6][C:5]=2[CH:4]=1)=[O:1], predict the reactants needed to synthesize it. The reactants are: [OH:1][CH2:2][C:3]1[S:11][C:10]2[CH2:9][CH2:8][N:7]([C:12]([O:14][C:15]([CH3:18])([CH3:17])[CH3:16])=[O:13])[CH2:6][C:5]=2[CH:4]=1. (4) Given the product [Cl:15][C:16]1[N:17]=[C:18]([N:23]2[CH2:24][CH2:25][O:26][CH2:27][CH2:28]2)[N:19]=[C:20]([N:7]2[C:6]3[CH:8]=[CH:9][CH:10]=[C:11]([O:12][CH3:13])[C:5]=3[N:4]=[C:3]2[CH:2]([F:1])[F:14])[N:21]=1, predict the reactants needed to synthesize it. The reactants are: [F:1][CH:2]([F:14])[C:3]1[NH:7][C:6]2[CH:8]=[CH:9][CH:10]=[C:11]([O:12][CH3:13])[C:5]=2[N:4]=1.[Cl:15][C:16]1[N:21]=[C:20](Cl)[N:19]=[C:18]([N:23]2[CH2:28][CH2:27][O:26][CH2:25][CH2:24]2)[N:17]=1. (5) The reactants are: Br[C:2]1[CH:7]=[CH:6][CH:5]=[CH:4][C:3]=1[S:8][CH2:9][C:10]([N:12]([CH:22]([CH3:24])[CH3:23])[NH:13][C:14](=[O:21])[C:15]1[CH:20]=[CH:19][CH:18]=[CH:17][CH:16]=1)=[O:11].C([O-])([O-])=O.[Na+].[Na+].[F:31][C:32]1[CH:33]=[C:34](B(O)O)[CH:35]=[CH:36][CH:37]=1. Given the product [F:31][C:32]1[CH:37]=[C:36]([C:2]2[CH:7]=[CH:6][CH:5]=[CH:4][C:3]=2[S:8][CH2:9][C:10]([N:12]([CH:22]([CH3:24])[CH3:23])[NH:13][C:14](=[O:21])[C:15]2[CH:20]=[CH:19][CH:18]=[CH:17][CH:16]=2)=[O:11])[CH:35]=[CH:34][CH:33]=1, predict the reactants needed to synthesize it.